This data is from Forward reaction prediction with 1.9M reactions from USPTO patents (1976-2016). The task is: Predict the product of the given reaction. (1) Given the reactants [Cl:1][C:2]1[N:10](CC=C)[C:9]2[C:8](=[O:14])[NH:7][C:6](=[O:15])[N:5]([CH2:16][CH2:17][CH3:18])[C:4]=2[N:3]=1.[C:19]1([CH2:25][C:26]2[N:30]=[C:29]([CH2:31][CH2:32][CH2:33]O)[O:28][N:27]=2)[CH:24]=[CH:23][CH:22]=[CH:21][CH:20]=1.C1C=CC(P(C2C=CC=CC=2)C2C=CC=CC=2)=CC=1.C1C=CC(COC(/N=N/C(OCC2C=CC=CC=2)=O)=O)=CC=1.N1CCOCC1, predict the reaction product. The product is: [Cl:1][C:2]1[NH:10][C:9]2[C:8](=[O:14])[N:7]([CH2:33][CH2:32][CH2:31][C:29]3[O:28][N:27]=[C:26]([CH2:25][C:19]4[CH:24]=[CH:23][CH:22]=[CH:21][CH:20]=4)[N:30]=3)[C:6](=[O:15])[N:5]([CH2:16][CH2:17][CH3:18])[C:4]=2[N:3]=1. (2) Given the reactants Br[C:2]1[C:3]([N:20]2[CH2:25][CH2:24][N:23]([C:26]([O:28][C:29]([CH3:32])([CH3:31])[CH3:30])=[O:27])[CH2:22][CH2:21]2)=[C:4]2[CH:10]=[N:9][N:8]([CH2:11][C:12]3[CH:17]=[CH:16][C:15]([O:18][CH3:19])=[CH:14][CH:13]=3)[C:5]2=[N:6][CH:7]=1.[F:33][C:34]1[CH:35]=[C:36](B(O)O)[CH:37]=[CH:38][CH:39]=1.C([O-])([O-])=O.[Cs+].[Cs+], predict the reaction product. The product is: [F:33][C:34]1[CH:39]=[C:38]([C:2]2[C:3]([N:20]3[CH2:25][CH2:24][N:23]([C:26]([O:28][C:29]([CH3:32])([CH3:31])[CH3:30])=[O:27])[CH2:22][CH2:21]3)=[C:4]3[CH:10]=[N:9][N:8]([CH2:11][C:12]4[CH:17]=[CH:16][C:15]([O:18][CH3:19])=[CH:14][CH:13]=4)[C:5]3=[N:6][CH:7]=2)[CH:37]=[CH:36][CH:35]=1.